This data is from NCI-60 drug combinations with 297,098 pairs across 59 cell lines. The task is: Regression. Given two drug SMILES strings and cell line genomic features, predict the synergy score measuring deviation from expected non-interaction effect. (1) Drug 1: C1C(C(OC1N2C=NC3=C(N=C(N=C32)Cl)N)CO)O. Drug 2: N.N.Cl[Pt+2]Cl. Cell line: HS 578T. Synergy scores: CSS=8.92, Synergy_ZIP=-3.42, Synergy_Bliss=0.858, Synergy_Loewe=2.13, Synergy_HSA=2.01. (2) Synergy scores: CSS=21.3, Synergy_ZIP=-9.77, Synergy_Bliss=-6.29, Synergy_Loewe=-49.1, Synergy_HSA=-8.79. Drug 2: CCC1(C2=C(COC1=O)C(=O)N3CC4=CC5=C(C=CC(=C5CN(C)C)O)N=C4C3=C2)O.Cl. Cell line: SF-268. Drug 1: CCCS(=O)(=O)NC1=C(C(=C(C=C1)F)C(=O)C2=CNC3=C2C=C(C=N3)C4=CC=C(C=C4)Cl)F. (3) Drug 2: CN(C(=O)NC(C=O)C(C(C(CO)O)O)O)N=O. Cell line: EKVX. Synergy scores: CSS=6.69, Synergy_ZIP=-1.48, Synergy_Bliss=2.40, Synergy_Loewe=1.04, Synergy_HSA=2.98. Drug 1: CS(=O)(=O)OCCCCOS(=O)(=O)C.